From a dataset of Full USPTO retrosynthesis dataset with 1.9M reactions from patents (1976-2016). Predict the reactants needed to synthesize the given product. (1) Given the product [CH3:22][CH2:21][N:23]([C:15]([C:3]1[C:4](=[O:14])[N:5]([CH3:13])[C:6]2[CH:7]=[CH:8][CH:9]=[C:10]([Cl:12])[C:11]=2[C:2]=1[OH:1])=[O:17])[C:24]1[CH:25]=[CH:26][CH:27]=[CH:28][CH:29]=1, predict the reactants needed to synthesize it. The reactants are: [OH:1][C:2]1[C:11]2[C:6](=[CH:7][CH:8]=[CH:9][C:10]=2[Cl:12])[N:5]([CH3:13])[C:4](=[O:14])[C:3]=1[C:15]([OH:17])=O.C(Cl)Cl.[CH2:21]([NH:23][C:24]1[CH:29]=[CH:28][CH:27]=[CH:26][CH:25]=1)[CH3:22].S(Cl)(Cl)=O. (2) Given the product [I:1][C:2]1[CH:6]=[CH:5][N:4]([C:10]2[CH:15]=[CH:14][N:13]=[C:12]([O:16][CH:17]([CH3:19])[CH3:18])[CH:11]=2)[N:3]=1, predict the reactants needed to synthesize it. The reactants are: [I:1][C:2]1[CH:6]=[CH:5][NH:4][N:3]=1.[H-].[Na+].Br[C:10]1[CH:15]=[CH:14][N:13]=[C:12]([O:16][CH:17]([CH3:19])[CH3:18])[CH:11]=1. (3) The reactants are: [NH2:1][C:2]1[CH:3]=[C:4]([C:8]2[C:17]3[C:12](=[C:13]([C:18]([F:21])([F:20])[F:19])[CH:14]=[CH:15][CH:16]=3)[N:11]=[CH:10][C:9]=2[C:22]([C:24]2[CH:29]=[CH:28][CH:27]=[CH:26][CH:25]=2)=[O:23])[CH:5]=[CH:6][CH:7]=1.[Cl:30][C:31]1[CH:36]=[CH:35][CH:34]=[CH:33][C:32]=1[N:37]=[C:38]=[S:39]. Given the product [C:22]([C:9]1[CH:10]=[N:11][C:12]2[C:17]([C:8]=1[C:4]1[CH:3]=[C:2]([NH:1][C:38]([NH:37][C:32]3[CH:33]=[CH:34][CH:35]=[CH:36][C:31]=3[Cl:30])=[S:39])[CH:7]=[CH:6][CH:5]=1)=[CH:16][CH:15]=[CH:14][C:13]=2[C:18]([F:21])([F:19])[F:20])(=[O:23])[C:24]1[CH:25]=[CH:26][CH:27]=[CH:28][CH:29]=1, predict the reactants needed to synthesize it.